Dataset: Full USPTO retrosynthesis dataset with 1.9M reactions from patents (1976-2016). Task: Predict the reactants needed to synthesize the given product. (1) Given the product [Br:1][C:2]1[CH:7]=[CH:6][C:5]([C:8]2[N:9]=[C:10]([Cl:20])[C:11]3[CH2:16][CH2:15][CH2:14][C:12]=3[N:13]=2)=[CH:4][CH:3]=1, predict the reactants needed to synthesize it. The reactants are: [Br:1][C:2]1[CH:7]=[CH:6][C:5]([C:8]2[N:9]=[C:10](O)[C:11]3[CH2:16][CH2:15][CH2:14][C:12]=3[N:13]=2)=[CH:4][CH:3]=1.P(Cl)(Cl)([Cl:20])=O.C([O-])([O-])=O.[Na+].[Na+].C([O-])(O)=O.[Na+]. (2) Given the product [Cl:61][C:62]1[CH:63]=[C:64]2[C:69](=[CH:70][CH:71]=1)[C@@:68]1([CH2:77][O:76][C:75]3[CH:78]=[CH:79][C:80]([C:82]([O:84][C:85]([CH3:88])([CH3:87])[CH3:86])=[O:83])=[CH:81][C:74]=3[N:73]([CH2:89][C@@H:90]3[CH2:93][CH2:92][C@H:91]3[C@@H:94]([OH:105])/[CH:95]=[CH:96]/[CH2:97][C@@H:98]([CH3:104])[CH2:99][S:100](=[O:102])(=[O:103])[NH2:101])[CH2:72]1)[CH2:67][CH2:66][CH2:65]2, predict the reactants needed to synthesize it. The reactants are: ClC1C=C2C(=CC=1)[C@@]1(COC3C=CC(C(OC(C)(C)C)=O)=CC=3N(C[C@@H]3CC[C@H]3[C@@H](O)/C=C/CCC)C1)CCC2.C[C@@H](CC=C)CS(N)(=O)=O.C[C@H](CC=C)CS(N)(=O)=O.[Cl:61][C:62]1[CH:63]=[C:64]2[C:69](=[CH:70][CH:71]=1)[C@@:68]1([CH2:77][O:76][C:75]3[CH:78]=[CH:79][C:80]([C:82]([O:84][C:85]([CH3:88])([CH3:87])[CH3:86])=[O:83])=[CH:81][C:74]=3[N:73]([CH2:89][C@@H:90]3[CH2:93][CH2:92][C@H:91]3[C@@H:94]([OH:105])/[CH:95]=[CH:96]/[CH2:97][C@H:98]([CH3:104])[CH2:99][S:100](=[O:103])(=[O:102])[NH2:101])[CH2:72]1)[CH2:67][CH2:66][CH2:65]2.